From a dataset of Reaction yield outcomes from USPTO patents with 853,638 reactions. Predict the reaction yield, written as a fraction of the theoretical maximum amount of product (1.0 means a 100% yield; for example, 0.34 means a 34% yield). (1) The reactants are [C:1]([O:5][C:6]([CH:8]1[CH2:14][CH2:13][C:12]2[CH:15]=[CH:16][C:17]([OH:19])=[CH:18][C:11]=2[NH:10][C:9]1=[O:20])=[O:7])([CH3:4])([CH3:3])[CH3:2].[N+:21]([O-])([OH:23])=[O:22].O. The catalyst is C(OC(=O)C)(=O)C. The product is [C:1]([O:5][C:6]([CH:8]1[CH2:14][CH2:13][C:12]2[CH:15]=[C:16]([N+:21]([O-:23])=[O:22])[C:17]([OH:19])=[CH:18][C:11]=2[NH:10][C:9]1=[O:20])=[O:7])([CH3:4])([CH3:2])[CH3:3]. The yield is 0.220. (2) The reactants are C([O-])(O)=O.[Na+].O.[CH3:7][CH:8]([CH2:12][CH:13]1[CH2:18][CH:17]([CH3:19])[CH2:16][C:15]([CH3:21])([CH3:20])[CH2:14]1)[CH2:9][CH2:10][OH:11].[O-]Cl.[Na+]. The catalyst is [K+].[Br-].CC1(C)N([O])C(C)(C)CCC1.C1(C)C=CC=CC=1. The product is [CH3:7][CH:8]([CH2:12][CH:13]1[CH2:18][CH:17]([CH3:19])[CH2:16][C:15]([CH3:20])([CH3:21])[CH2:14]1)[CH2:9][CH:10]=[O:11]. The yield is 0.450. (3) The reactants are [Cl:1][C:2]1[N:7]=[C:6](S(C)=O)[N:5]=[C:4]2[N:11]([C:16]3[C:21]([F:22])=[CH:20][CH:19]=[CH:18][C:17]=3[F:23])[C:12](=O)[NH:13][CH2:14][C:3]=12.[N:24]1([CH:30]2[CH2:35][CH2:34][NH:33][CH2:32][CH2:31]2)[CH2:29][CH2:28][CH2:27][CH2:26][CH2:25]1.C(N(CC)C(C)C)(C)C. The catalyst is C(Cl)Cl. The product is [N:24]1([CH:30]2[CH2:35][CH2:34][N:33]([C:6]3[N:5]=[C:4]4[N:11]([C:16]5[C:21]([F:22])=[CH:20][CH:19]=[CH:18][C:17]=5[F:23])[CH2:12][NH:13][CH2:14][C:3]4=[C:2]([Cl:1])[N:7]=3)[CH2:32][CH2:31]2)[CH2:29][CH2:28][CH2:27][CH2:26][CH2:25]1. The yield is 0.830. (4) The reactants are [Al+3].[Cl-].[Cl-].[Cl-].[Br:5][C:6]1[CH:7]=[C:8]2[CH:14]=[CH:13][NH:12][C:9]2=[N:10][CH:11]=1.[Cl:15][CH2:16][C:17](Cl)=[O:18]. The catalyst is ClCCl. The product is [Br:5][C:6]1[CH:7]=[C:8]2[C:14]([C:17](=[O:18])[CH2:16][Cl:15])=[CH:13][NH:12][C:9]2=[N:10][CH:11]=1. The yield is 0.930. (5) The reactants are [OH:1][C:2]1[C:6]([CH2:7][C:8]([O:10][CH3:11])=[O:9])=[CH:5][N:4]([CH3:12])[N:3]=1.Cl[CH2:14][C:15]1[CH:16]=[CH:17][C:18]([O:21][CH2:22][C:23]2[N:24]=[C:25]([C:29]3[CH:34]=[CH:33][CH:32]=[CH:31][CH:30]=3)[S:26][C:27]=2[CH3:28])=[N:19][CH:20]=1.C(=O)([O-])[O-].[K+].[K+].CN(C)C=O. The catalyst is O. The product is [CH3:12][N:4]1[CH:5]=[C:6]([CH2:7][C:8]([O:10][CH3:11])=[O:9])[C:2]([O:1][CH2:14][C:15]2[CH:20]=[N:19][C:18]([O:21][CH2:22][C:23]3[N:24]=[C:25]([C:29]4[CH:34]=[CH:33][CH:32]=[CH:31][CH:30]=4)[S:26][C:27]=3[CH3:28])=[CH:17][CH:16]=2)=[N:3]1. The yield is 0.720. (6) The reactants are Cl[S:2]([C:5]1[CH:6]=[C:7]([CH:11]=[CH:12][CH:13]=1)[C:8]([OH:10])=[O:9])(=[O:4])=[O:3].[CH3:14][NH:15][CH3:16].C1COCC1. The catalyst is C(Cl)Cl. The product is [CH3:14][N:15]([CH3:16])[S:2]([C:5]1[CH:6]=[C:7]([CH:11]=[CH:12][CH:13]=1)[C:8]([OH:10])=[O:9])(=[O:4])=[O:3]. The yield is 0.870.